This data is from Forward reaction prediction with 1.9M reactions from USPTO patents (1976-2016). The task is: Predict the product of the given reaction. (1) Given the reactants C([N:8]1[C@@H:13]2[CH2:14][CH2:15][C@@:9]1([C:32]1[CH:37]=[CH:36][C:35]([F:38])=[CH:34][CH:33]=1)[C@H:10]([O:16][CH2:17][C:18]1[CH:23]=[C:22]([C:24]([F:27])([F:26])[F:25])[CH:21]=[C:20]([C:28]([F:31])([F:30])[F:29])[CH:19]=1)[CH2:11][CH2:12]2)C1C=CC=CC=1.C(O)(=O)C, predict the reaction product. The product is: [F:31][C:28]([F:29])([F:30])[C:20]1[CH:19]=[C:18]([CH2:17][O:16][C@@H:10]2[CH2:11][CH2:12][C@@H:13]3[NH:8][C@@:9]2([C:32]2[CH:33]=[CH:34][C:35]([F:38])=[CH:36][CH:37]=2)[CH2:15][CH2:14]3)[CH:23]=[C:22]([C:24]([F:27])([F:25])[F:26])[CH:21]=1. (2) The product is: [CH3:1][S:2]([C:5]1[CH:11]=[CH:10][C:8]([NH:9][C:16]([C:18]2[CH:19]=[CH:20][C:21]([C:24]3[S:25][CH:26]=[CH:27][CH:28]=3)=[CH:22][CH:23]=2)=[NH:17])=[CH:7][CH:6]=1)(=[O:3])=[O:4]. Given the reactants [CH3:1][S:2]([C:5]1[CH:11]=[CH:10][C:8]([NH2:9])=[CH:7][CH:6]=1)(=[O:4])=[O:3].C[Al](C)C.[C:16]([C:18]1[CH:23]=[CH:22][C:21]([C:24]2[S:25][CH:26]=[CH:27][CH:28]=2)=[CH:20][CH:19]=1)#[N:17], predict the reaction product. (3) Given the reactants [C:1]([O:4][C@@H:5]1[C@@H:18]([O:19][C:20](=[O:22])[CH3:21])[C@H:17]([O:23][C:24](=[O:26])[CH3:25])[CH2:16][S:15][C@H:6]1[O:7][C:8]1[CH:9]=[N:10][CH:11]=[C:12](Br)[CH:13]=1)(=[O:3])[CH3:2].[Cl:27][C:28]1[N:33]=[CH:32][C:31](B(O)O)=[CH:30][CH:29]=1, predict the reaction product. The product is: [C:1]([O:4][C@@H:5]1[C@@H:18]([O:19][C:20](=[O:22])[CH3:21])[C@H:17]([O:23][C:24](=[O:26])[CH3:25])[CH2:16][S:15][C@H:6]1[O:7][C:8]1[CH:9]=[N:10][CH:11]=[C:12]([C:31]2[CH:32]=[N:33][C:28]([Cl:27])=[CH:29][CH:30]=2)[CH:13]=1)(=[O:3])[CH3:2]. (4) The product is: [Cl:17][CH2:11][C:9]1[CH:8]=[CH:7][CH:6]=[C:5]([O:4][CH2:3][C:2]([F:14])([F:13])[F:1])[N:10]=1. Given the reactants [F:1][C:2]([F:14])([F:13])[CH2:3][O:4][C:5]1[N:10]=[C:9]([CH2:11]O)[CH:8]=[CH:7][CH:6]=1.S(Cl)([Cl:17])=O, predict the reaction product.